This data is from Forward reaction prediction with 1.9M reactions from USPTO patents (1976-2016). The task is: Predict the product of the given reaction. Given the reactants Cl[C:2]1[C:3]([CH:5]=[C:6]([NH:10][C:11]2[C:20]3[C:15](=[CH:16][C:17]([O:23][CH2:24][CH2:25][O:26][CH3:27])=[C:18]([O:21][CH3:22])[CH:19]=3)[N:14]=[CH:13][N:12]=2)[C:7](=[O:9])[CH:8]=1)=[O:4].Cl.N1C=CC=CC=1.[OH:35][CH:36]1[CH2:40][CH2:39][N:38]([CH3:41])[CH2:37]1, predict the reaction product. The product is: [CH3:22][O:21][C:18]1[CH:19]=[C:20]2[C:15](=[CH:16][C:17]=1[O:23][CH2:24][CH2:25][O:26][CH3:27])[N:14]=[CH:13][N:12]=[C:11]2[NH:10][C:6]1[C:7]([CH:8]=[C:2]([O:35][CH:36]2[CH2:40][CH2:39][N:38]([CH3:41])[CH2:37]2)[C:3](=[O:4])[CH:5]=1)=[O:9].